The task is: Predict the product of the given reaction.. This data is from Forward reaction prediction with 1.9M reactions from USPTO patents (1976-2016). (1) Given the reactants [Cl:1][C:2]1[CH:7]=[CH:6][C:5]([C:8]#[C:9][C:10]2[CH:15]=[CH:14][C:13](/[CH:16]=[N:17]/[C:18]3[CH:19]=[CH:20][C:21]4[C:26](=[O:27])[O:25][C:24]([CH3:29])([CH3:28])[O:23][C:22]=4[CH:30]=3)=[CH:12][CH:11]=2)=[CH:4][CH:3]=1.C(O[BH-](OC(=O)C)OC(=O)C)(=O)C.[Na+].C(O)(=O)C, predict the reaction product. The product is: [Cl:1][C:2]1[CH:3]=[CH:4][C:5]([C:8]#[C:9][C:10]2[CH:15]=[CH:14][C:13]([CH2:16][NH:17][C:18]3[CH:19]=[CH:20][C:21]4[C:26](=[O:27])[O:25][C:24]([CH3:28])([CH3:29])[O:23][C:22]=4[CH:30]=3)=[CH:12][CH:11]=2)=[CH:6][CH:7]=1. (2) Given the reactants C([O-])([O-])=O.[K+].[K+].Br[CH2:8][CH2:9][O:10][CH3:11].[OH:12][C:13]1[CH:22]=[C:21]2[C:16]([CH:17]=[CH:18][C:19]([CH2:23][N:24]3[CH2:29][CH2:28][CH:27]([NH:30][C:31](=[O:40])[C:32]4[CH:37]=[CH:36][CH:35]=[C:34]([O:38][CH3:39])[CH:33]=4)[CH2:26][CH2:25]3)=[CH:20]2)=[CH:15][CH:14]=1.O, predict the reaction product. The product is: [CH3:39][O:38][C:34]1[CH:33]=[C:32]([CH:37]=[CH:36][CH:35]=1)[C:31]([NH:30][CH:27]1[CH2:26][CH2:25][N:24]([CH2:23][C:19]2[CH:18]=[CH:17][C:16]3[C:21](=[CH:22][C:13]([O:12][CH2:8][CH2:9][O:10][CH3:11])=[CH:14][CH:15]=3)[CH:20]=2)[CH2:29][CH2:28]1)=[O:40]. (3) Given the reactants [Cl:1][C:2]1[C:7]([O:8][CH3:9])=[CH:6][C:5]([C:10]2[O:11][CH:12]=[CH:13][CH:14]=2)=[CH:4][C:3]=1[O:15][CH3:16].CON(C)[C:20](=[O:36])[CH:21]([O:34][CH3:35])[C:22]1[CH:27]=[CH:26][C:25]([C:28]2[O:29][C:30]([CH3:33])=[N:31][N:32]=2)=[CH:24][CH:23]=1, predict the reaction product. The product is: [Cl:1][C:2]1[C:7]([O:8][CH3:9])=[CH:6][C:5]([C:10]2[O:11][C:12]([C:20](=[O:36])[CH:21]([O:34][CH3:35])[C:22]3[CH:23]=[CH:24][C:25]([C:28]4[O:29][C:30]([CH3:33])=[N:31][N:32]=4)=[CH:26][CH:27]=3)=[CH:13][CH:14]=2)=[CH:4][C:3]=1[O:15][CH3:16]. (4) Given the reactants [C:1]([O:5][C:6](=[O:42])[CH2:7][CH2:8][S:9][CH2:10][C:11]1[CH:12]=[C:13]([CH:39]=[CH:40][CH:41]=1)[C:14]([NH:16][C:17]1[CH:22]=[CH:21][C:20]([N:23]2[CH2:28][CH2:27][CH2:26][CH2:25][CH2:24]2)=[CH:19][C:18]=1[C:29]1[CH:30]=[C:31]([CH:36]=[CH:37][N:38]=1)[C:32]([O:34]C)=[O:33])=[O:15])([CH3:4])([CH3:3])[CH3:2].O.[OH-].[Li+], predict the reaction product. The product is: [C:1]([O:5][C:6](=[O:42])[CH2:7][CH2:8][S:9][CH2:10][C:11]1[CH:12]=[C:13]([CH:39]=[CH:40][CH:41]=1)[C:14]([NH:16][C:17]1[CH:22]=[CH:21][C:20]([N:23]2[CH2:28][CH2:27][CH2:26][CH2:25][CH2:24]2)=[CH:19][C:18]=1[C:29]1[CH:30]=[C:31]([CH:36]=[CH:37][N:38]=1)[C:32]([OH:34])=[O:33])=[O:15])([CH3:4])([CH3:2])[CH3:3].